From a dataset of Catalyst prediction with 721,799 reactions and 888 catalyst types from USPTO. Predict which catalyst facilitates the given reaction. Reactant: [F:1][C:2]1[CH:23]=[CH:22][C:5]([O:6][C:7]2[CH:12]=[CH:11][C:10]([C:13]3[N:18]=[C:17]([C:19](O)=[O:20])[CH:16]=[CH:15][CH:14]=3)=[CH:9][CH:8]=2)=[CH:4][CH:3]=1.C(C1[CH2:36][CH2:35][NH:34][CH2:33][CH2:32]1)(OC(C)(C)C)=O.C1CCC([N:43]=C=NC2CCCCC2)CC1.CCN(C(C)C)C(C)C. Product: [F:1][C:2]1[CH:3]=[CH:4][C:5]([O:6][C:7]2[CH:8]=[CH:9][C:10]([C:13]3[N:18]=[C:17]([C:19]([N:34]4[CH2:33][CH2:32][NH:43][CH2:36][CH2:35]4)=[O:20])[CH:16]=[CH:15][CH:14]=3)=[CH:11][CH:12]=2)=[CH:22][CH:23]=1. The catalyst class is: 232.